Predict the reaction yield, written as a fraction of the theoretical maximum amount of product (1.0 means a 100% yield; for example, 0.34 means a 34% yield). From a dataset of Reaction yield outcomes from USPTO patents with 853,638 reactions. The reactants are [N:1]1[CH:6]=[CH:5][CH:4]=[C:3]([C:7]2[CH:12]=[CH:11][C:10]([C:13]3[O:14][C:15]4[C:21]([C:22]([NH2:24])=[O:23])=[CH:20][CH:19]=[CH:18][C:16]=4[N:17]=3)=[CH:9][CH:8]=2)[CH:2]=1.[H][H]. The catalyst is CO.O.[Pt](=O)=O. The product is [NH:1]1[CH2:6][CH2:5][CH2:4][CH:3]([C:7]2[CH:12]=[CH:11][C:10]([C:13]3[O:14][C:15]4[C:21]([C:22]([NH2:24])=[O:23])=[CH:20][CH:19]=[CH:18][C:16]=4[N:17]=3)=[CH:9][CH:8]=2)[CH2:2]1. The yield is 0.110.